From a dataset of Blood-brain barrier permeability regression values from the B3DB database. Regression/Classification. Given a drug SMILES string, predict its absorption, distribution, metabolism, or excretion properties. Task type varies by dataset: regression for continuous measurements (e.g., permeability, clearance, half-life) or binary classification for categorical outcomes (e.g., BBB penetration, CYP inhibition). For this dataset (b3db_regression), we predict Y. (1) The compound is CN1C2CCC1C(C(C2)OC(=O)C3=CC=CC=C3)C(=O)OC. The Y is 0.600 log(BB ratio). (2) The molecule is CN(C1CCN(CC1)CC(COC2=CC=C(C=C2)F)O)C3=NC4=CC=CC=C4S3. The Y is 0.780 log(BB ratio).